This data is from Reaction yield outcomes from USPTO patents with 853,638 reactions. The task is: Predict the reaction yield, written as a fraction of the theoretical maximum amount of product (1.0 means a 100% yield; for example, 0.34 means a 34% yield). The reactants are [Br:1][C:2]1[CH:7]=[C:6]([N+:8]([O-:10])=[O:9])[CH:5]=[C:4]([NH2:11])[C:3]=1[NH2:12].[C:13](O)(=O)[CH3:14]. No catalyst specified. The product is [Br:1][C:2]1[C:3]2[N:12]=[C:13]([CH3:14])[NH:11][C:4]=2[CH:5]=[C:6]([N+:8]([O-:10])=[O:9])[CH:7]=1. The yield is 0.566.